Task: Predict the product of the given reaction.. Dataset: Forward reaction prediction with 1.9M reactions from USPTO patents (1976-2016) (1) The product is: [Br:1][C:2]1[CH:10]=[C:9]([CH:8]=[C:4]([CH2:5][OH:6])[CH:3]=1)[C:11]([OH:13])=[O:12]. Given the reactants [Br:1][C:2]1[CH:3]=[C:4]([CH:8]=[C:9]([C:11]([O:13]C)=[O:12])[CH:10]=1)[C:5](O)=[O:6].O=S1(=O)CC(N)C2C=CC=CC=2O1.[BH4-].[Li+].Cl, predict the reaction product. (2) Given the reactants [CH2:1]([C:3]1[S:7][C:6]([NH2:8])=[N:5][N:4]=1)[CH3:2].N1C=CC=CC=1.[C:15]1([O:21][C:22](Cl)=[O:23])[CH:20]=[CH:19][CH:18]=[CH:17][CH:16]=1, predict the reaction product. The product is: [C:15]1([O:21][C:22](=[O:23])[NH:8][C:6]2[S:7][C:3]([CH2:1][CH3:2])=[N:4][N:5]=2)[CH:20]=[CH:19][CH:18]=[CH:17][CH:16]=1.